From a dataset of Catalyst prediction with 721,799 reactions and 888 catalyst types from USPTO. Predict which catalyst facilitates the given reaction. (1) Product: [F:24][C:17]1[CH:18]=[C:19]([CH:20]=[C:15]([NH:14][C:10]2[N:9]=[C:8]([C:5]3[CH:6]=[CH:7][C:2]([F:1])=[CH:3][C:4]=3[O:25][CH3:26])[N:13]=[CH:12][N:11]=2)[CH:16]=1)[CH2:21][S:22](=[N:29][C:28]#[N:27])[CH3:23]. Reactant: [F:1][C:2]1[CH:7]=[CH:6][C:5]([C:8]2[N:13]=[CH:12][N:11]=[C:10]([NH:14][C:15]3[CH:20]=[C:19]([CH2:21][S:22][CH3:23])[CH:18]=[C:17]([F:24])[CH:16]=3)[N:9]=2)=[C:4]([O:25][CH3:26])[CH:3]=1.[N:27]#[C:28][NH2:29].C(OI(OC(=O)C)C1C=CC=CC=1)(=O)C. The catalyst class is: 2. (2) Reactant: [NH2:1][C@H:2]([C:9]([NH2:11])=[O:10])[CH2:3][O:4][C:5]([CH3:8])([CH3:7])[CH3:6].[NH:12]([C:40]([O:42][CH2:43][CH:44]1[C:56]2[C:51](=[CH:52][CH:53]=[CH:54][CH:55]=2)[C:50]2[C:45]1=[CH:46][CH:47]=[CH:48][CH:49]=2)=[O:41])[C@H:13]([C:37](O)=[O:38])[CH2:14][C:15](=[O:36])[NH:16][C:17]([C:30]1[CH:35]=[CH:34][CH:33]=[CH:32][CH:31]=1)([C:24]1[CH:29]=[CH:28][CH:27]=[CH:26][CH:25]=1)[C:18]1[CH:23]=[CH:22][CH:21]=[CH:20][CH:19]=1.C1CN([P+](ON2N=NC3C=CC=CC2=3)(N2CCCC2)N2CCCC2)CC1.F[P-](F)(F)(F)(F)F. Product: [NH:12]([C:40]([O:42][CH2:43][CH:44]1[C:56]2[C:51](=[CH:52][CH:53]=[CH:54][CH:55]=2)[C:50]2[C:45]1=[CH:46][CH:47]=[CH:48][CH:49]=2)=[O:41])[C@H:13]([C:37]([NH:1][C@H:2]([C:9]([NH2:11])=[O:10])[CH2:3][O:4][C:5]([CH3:8])([CH3:6])[CH3:7])=[O:38])[CH2:14][C:15](=[O:36])[NH:16][C:17]([C:18]1[CH:23]=[CH:22][CH:21]=[CH:20][CH:19]=1)([C:30]1[CH:35]=[CH:34][CH:33]=[CH:32][CH:31]=1)[C:24]1[CH:25]=[CH:26][CH:27]=[CH:28][CH:29]=1. The catalyst class is: 37. (3) Reactant: C([Li])CCC.CCCCCC.Br[C:13]1[CH:18]=[C:17]([Br:19])[C:16]([F:20])=[CH:15][C:14]=1[F:21].CN(C)[CH:24]=[O:25]. Product: [Br:19][C:17]1[C:16]([F:20])=[CH:15][C:14]([F:21])=[C:13]([CH:18]=1)[CH:24]=[O:25]. The catalyst class is: 27. (4) Reactant: [CH2:1]([C:8]1[O:9][C:10]2[CH:30]=[CH:29][CH:28]=[CH:27][C:11]=2[C:12]=1[C:13]1[CH:18]=[CH:17][C:16]([C:19]2[CH:24]=[CH:23][C:22]([CH2:25]O)=[CH:21][CH:20]=2)=[CH:15][CH:14]=1)[C:2]1[CH:7]=[CH:6][CH:5]=[CH:4][CH:3]=1.[Br:31]P(Br)(C1C=CC=CC=1)(C1C=CC=CC=1)C1C=CC=CC=1.O. Product: [CH2:1]([C:8]1[O:9][C:10]2[CH:30]=[CH:29][CH:28]=[CH:27][C:11]=2[C:12]=1[C:13]1[CH:18]=[CH:17][C:16]([C:19]2[CH:24]=[CH:23][C:22]([CH2:25][Br:31])=[CH:21][CH:20]=2)=[CH:15][CH:14]=1)[C:2]1[CH:7]=[CH:6][CH:5]=[CH:4][CH:3]=1. The catalyst class is: 10.